Dataset: Full USPTO retrosynthesis dataset with 1.9M reactions from patents (1976-2016). Task: Predict the reactants needed to synthesize the given product. (1) Given the product [CH3:3][C:4]1([CH3:11])[O:8][CH:7]([CH2:9][O:10][CH2:28][CH2:27][CH2:26][CH2:25][CH2:24][CH2:23][CH2:22][CH2:21][CH2:20][CH2:19][CH2:18][CH2:17][CH2:16][CH2:15][CH2:14][CH3:13])[CH2:6][O:5]1, predict the reactants needed to synthesize it. The reactants are: [H-].[Na+].[CH3:3][C:4]1([CH3:11])[O:8][CH:7]([CH2:9][OH:10])[CH2:6][O:5]1.Br[CH2:13][CH2:14][CH2:15][CH2:16][CH2:17][CH2:18][CH2:19][CH2:20][CH2:21][CH2:22][CH2:23][CH2:24][CH2:25][CH2:26][CH2:27][CH3:28]. (2) Given the product [Br:1][C:2]1[CH:11]=[CH:10][CH:9]=[C:8]([NH:7][C:6]2[C:12]3[CH:36]=[CH:35][N:34]([S:37]([C:40]4[CH:45]=[CH:44][C:43]([CH3:46])=[CH:42][CH:41]=4)(=[O:39])=[O:38])[C:13]=3[N:14]=[C:15]([NH:16][C:17]3[CH:22]=[CH:21][C:20]([N:23]4[CH2:28][CH2:27][N:26]([CH:29]([CH3:31])[CH3:30])[CH2:25][CH2:24]4)=[CH:19][C:18]=3[O:32][CH3:33])[N:5]=2)[C:3]=1[C:48]([O:49][CH3:54])=[O:51], predict the reactants needed to synthesize it. The reactants are: [Br:1][C:2]1[CH:11]=[CH:10][CH:9]=[C:8]2[C:3]=1C(=O)[N:5]1[C:15]([NH:16][C:17]3[CH:22]=[CH:21][C:20]([N:23]4[CH2:28][CH2:27][N:26]([CH:29]([CH3:31])[CH3:30])[CH2:25][CH2:24]4)=[CH:19][C:18]=3[O:32][CH3:33])=[N:14][C:13]3[N:34]([S:37]([C:40]4[CH:45]=[CH:44][C:43]([CH3:46])=[CH:42][CH:41]=4)(=[O:39])=[O:38])[CH:35]=[CH:36][C:12]=3[C:6]1=[N:7]2.[C:48](=[O:51])([O-])[O-:49].[K+].[K+].[CH3:54]O.